Dataset: Full USPTO retrosynthesis dataset with 1.9M reactions from patents (1976-2016). Task: Predict the reactants needed to synthesize the given product. (1) Given the product [F:25][C:26]1[CH:27]=[C:28]([NH:29][C:2]2[N:7]=[CH:6][N:5]=[C:4]([O:8][C:9]3[CH:14]=[CH:13][C:12]([NH:15][C:16]([NH:18][C:19]4[CH:24]=[CH:23][CH:22]=[CH:21][CH:20]=4)=[O:17])=[CH:11][CH:10]=3)[CH:3]=2)[CH:30]=[CH:31][CH:32]=1, predict the reactants needed to synthesize it. The reactants are: Cl[C:2]1[N:7]=[CH:6][N:5]=[C:4]([O:8][C:9]2[CH:14]=[CH:13][C:12]([NH:15][C:16]([NH:18][C:19]3[CH:24]=[CH:23][CH:22]=[CH:21][CH:20]=3)=[O:17])=[CH:11][CH:10]=2)[CH:3]=1.[F:25][C:26]1[CH:27]=[C:28]([CH:30]=[CH:31][CH:32]=1)[NH2:29].O. (2) The reactants are: [Br:1][C:2]1[CH:3]=[CH:4][C:5]([C:8]([NH:10][CH:11](O)[C:12]([C:14]2[C:23]3[C:18](=[CH:19][CH:20]=[CH:21][CH:22]=3)[CH:17]=[CH:16][CH:15]=2)=[O:13])=[O:9])=[N:6][CH:7]=1.P(Cl)(Cl)(Cl)(Cl)Cl.[Cl:31][C:32]1[CH:38]=[CH:37][C:35]([NH2:36])=[CH:34][CH:33]=1. Given the product [Br:1][C:2]1[CH:3]=[CH:4][C:5]([C:8]([NH:10][CH:11]([NH:36][C:35]2[CH:37]=[CH:38][C:32]([Cl:31])=[CH:33][CH:34]=2)[C:12]([C:14]2[C:23]3[C:18](=[CH:19][CH:20]=[CH:21][CH:22]=3)[CH:17]=[CH:16][CH:15]=2)=[O:13])=[O:9])=[N:6][CH:7]=1, predict the reactants needed to synthesize it. (3) Given the product [C:18]([O:22][C:23]([N:25]1[CH2:30][CH2:29][CH:28]([N:31]([C:14]([C:12]2[O:11][N:10]=[C:9]([C:6]3[CH:7]=[CH:8][C:3]([C:1]#[N:2])=[CH:4][C:5]=3[F:17])[CH:13]=2)=[O:16])[CH:32]2[CH2:33][CH2:34]2)[CH2:27][CH2:26]1)=[O:24])([CH3:21])([CH3:19])[CH3:20], predict the reactants needed to synthesize it. The reactants are: [C:1]([C:3]1[CH:8]=[CH:7][C:6]([C:9]2[CH:13]=[C:12]([C:14]([OH:16])=O)[O:11][N:10]=2)=[C:5]([F:17])[CH:4]=1)#[N:2].[C:18]([O:22][C:23]([N:25]1[CH2:30][CH2:29][CH:28]([NH:31][CH:32]2[CH2:34][CH2:33]2)[CH2:27][CH2:26]1)=[O:24])([CH3:21])([CH3:20])[CH3:19]. (4) The reactants are: F[C:2]1[C:7]([F:8])=[CH:6][CH:5]=[C:4]([F:9])[N:3]=1.[NH2:10][CH2:11][C:12]1([C:18]#[N:19])[CH2:17][CH2:16][O:15][CH2:14][CH2:13]1.C(N(CC)CC)C. Given the product [F:8][C:7]1[C:2]([NH:19][CH2:18][C:12]2([C:11]#[N:10])[CH2:17][CH2:16][O:15][CH2:14][CH2:13]2)=[N:3][C:4]([F:9])=[CH:5][CH:6]=1, predict the reactants needed to synthesize it. (5) Given the product [OH:34][CH2:3][CH2:4][N:5]1[CH:9]=[C:8]([C:10]2[CH:11]=[CH:12][C:13]([NH:14][C:15]3[C:19]4[CH2:20][N:21]([C:24](=[O:26])[CH3:25])[CH2:22][CH2:23][C:18]=4[N:17]([CH3:27])[N:16]=3)=[CH:28][CH:29]=2)[CH:7]=[N:6]1, predict the reactants needed to synthesize it. The reactants are: CN(C)[CH2:3][CH2:4][N:5]1[CH:9]=[C:8]([C:10]2[CH:29]=[CH:28][C:13]([NH:14][C:15]3[C:19]4[CH2:20][N:21]([C:24](=[O:26])[CH3:25])[CH2:22][CH2:23][C:18]=4[N:17]([CH3:27])[N:16]=3)=[CH:12][CH:11]=2)[CH:7]=[N:6]1.BrCC[OH:34].